Task: Predict which catalyst facilitates the given reaction.. Dataset: Catalyst prediction with 721,799 reactions and 888 catalyst types from USPTO (1) Product: [Cl:18][C:14]1[CH:13]=[C:12]([C:4]2[CH:3]=[C:2]([NH:30][C:27]3[CH:26]=[CH:25][C:24]([CH2:23][C:22]([O:21][CH2:19][CH3:20])=[O:31])=[CH:29][CH:28]=3)[CH:7]=[C:6]([C:8]([F:11])([F:10])[F:9])[N:5]=2)[CH:17]=[CH:16][CH:15]=1. The catalyst class is: 160. Reactant: Cl[C:2]1[CH:7]=[C:6]([C:8]([F:11])([F:10])[F:9])[N:5]=[C:4]([C:12]2[CH:17]=[CH:16][CH:15]=[C:14]([Cl:18])[CH:13]=2)[CH:3]=1.[CH2:19]([O:21][C:22](=[O:31])[CH2:23][C:24]1[CH:29]=[CH:28][C:27]([NH2:30])=[CH:26][CH:25]=1)[CH3:20].C1C=CC(P(C2C(C3C(P(C4C=CC=CC=4)C4C=CC=CC=4)=CC=C4C=3C=CC=C4)=C3C(C=CC=C3)=CC=2)C2C=CC=CC=2)=CC=1.C(=O)([O-])[O-].[Cs+].[Cs+]. (2) Reactant: [CH2:1]([CH:8]1[CH2:12][CH2:11][CH2:10][N:9]1[C:13]1[N:22]=[CH:21][C:20]([Cl:23])=[CH:19][C:14]=1[C:15]([O:17]C)=[O:16])[C:2]1[CH:7]=[CH:6][CH:5]=[CH:4][CH:3]=1.O.[OH-].[Li+]. Product: [CH2:1]([CH:8]1[CH2:12][CH2:11][CH2:10][N:9]1[C:13]1[N:22]=[CH:21][C:20]([Cl:23])=[CH:19][C:14]=1[C:15]([OH:17])=[O:16])[C:2]1[CH:7]=[CH:6][CH:5]=[CH:4][CH:3]=1. The catalyst class is: 38. (3) Reactant: [CH3:1][N:2]1[C:6]([NH:7][C:8](=[O:16])OC2C=CC=CC=2)=[CH:5][C:4]([C:17]([F:20])([F:19])[F:18])=[N:3]1.[CH3:21][O:22][C:23]1[CH:24]=[C:25]2[C:30](=[CH:31][C:32]=1[O:33][CH3:34])[N:29]=[CH:28][N:27]=[C:26]2[S:35][C:36]1[CH:37]=[C:38]([CH:40]=[CH:41][CH:42]=1)[NH2:39].C(N(CC)C(C)C)(C)C. Product: [CH3:21][O:22][C:23]1[CH:24]=[C:25]2[C:30](=[CH:31][C:32]=1[O:33][CH3:34])[N:29]=[CH:28][N:27]=[C:26]2[S:35][C:36]1[CH:37]=[C:38]([NH:39][C:8]([NH:7][C:6]2[N:2]([CH3:1])[N:3]=[C:4]([C:17]([F:18])([F:19])[F:20])[CH:5]=2)=[O:16])[CH:40]=[CH:41][CH:42]=1. The catalyst class is: 1. (4) Reactant: C([N-]C(C)C)(C)C.[Li+].[CH3:9][C:10]1[CH:11]=[C:12]([NH:21][C:22]2[N:27]=[C:26]([C:28]([F:31])([F:30])[F:29])[CH:25]=[CH:24][N:23]=2)[CH:13]=[C:14]([C:16]2[S:20][CH:19]=[N:18][CH:17]=2)[CH:15]=1.[CH:32]1([C:35]([CH:43]2[CH2:45][CH2:44]2)=[N:36][S@@:37]([C:39]([CH3:42])([CH3:41])[CH3:40])=[O:38])[CH2:34][CH2:33]1.C(O)(=O)C. Product: [CH:43]1([C:35]([CH:32]2[CH2:34][CH2:33]2)([C:19]2[S:20][C:16]([C:14]3[CH:13]=[C:12]([NH:21][C:22]4[N:27]=[C:26]([C:28]([F:29])([F:31])[F:30])[CH:25]=[CH:24][N:23]=4)[CH:11]=[C:10]([CH3:9])[CH:15]=3)=[CH:17][N:18]=2)[NH:36][S@@:37]([C:39]([CH3:41])([CH3:42])[CH3:40])=[O:38])[CH2:45][CH2:44]1. The catalyst class is: 7. (5) Reactant: [OH:1][C@@H:2]1[CH2:6][NH:5][C@@H:4]([C:7]([O:9][CH3:10])=[O:8])[CH2:3]1.C(N(CC)CC)C.[C:18](O[C:18]([O:20][C:21]([CH3:24])([CH3:23])[CH3:22])=[O:19])([O:20][C:21]([CH3:24])([CH3:23])[CH3:22])=[O:19]. Product: [OH:1][C@@H:2]1[CH2:6][N:5]([C:18]([O:20][C:21]([CH3:24])([CH3:23])[CH3:22])=[O:19])[C@@H:4]([C:7]([O:9][CH3:10])=[O:8])[CH2:3]1. The catalyst class is: 2. (6) Reactant: [Cl:1][C:2]1[CH:3]=[N:4][CH:5]=[C:6]([Cl:20])[C:7]=1[CH2:8][NH:9][C:10]1[CH:15]=[CH:14][C:13]([O:16][CH3:17])=[C:12]([O:18][CH3:19])[CH:11]=1.C([O-])([O-])=O.[K+].[K+].[F:27][C:28]1[CH:35]=[CH:34][C:31]([CH2:32]Br)=[CH:30][CH:29]=1. Product: [Cl:20][C:6]1[CH:5]=[N:4][CH:3]=[C:2]([Cl:1])[C:7]=1[CH2:8][N:9]([C:10]1[CH:15]=[CH:14][C:13]([O:16][CH3:17])=[C:12]([O:18][CH3:19])[CH:11]=1)[CH2:32][C:31]1[CH:34]=[CH:35][C:28]([F:27])=[CH:29][CH:30]=1. The catalyst class is: 144.